This data is from Forward reaction prediction with 1.9M reactions from USPTO patents (1976-2016). The task is: Predict the product of the given reaction. (1) Given the reactants C(O)(=O)CC(CC(O)=O)(C(O)=O)O.[F:14][C:15]1[CH:16]=[C:17]2[C:21](=[CH:22][CH:23]=1)[NH:20][C:19]1[C:24]3([CH2:32][CH2:31][C:30]([CH2:43][C:44]4[CH:49]=[CH:48][CH:47]=[CH:46][CH:45]=4)([NH:33]CC4C=CC(OC)=CC=4)[CH2:29][CH2:28]3)[O:25][CH2:26][CH2:27][C:18]2=1, predict the reaction product. The product is: [CH2:43]([C:30]1([NH2:33])[CH2:31][CH2:32][C:24]2([C:19]3[NH:20][C:21]4[C:17]([C:18]=3[CH2:27][CH2:26][O:25]2)=[CH:16][C:15]([F:14])=[CH:23][CH:22]=4)[CH2:28][CH2:29]1)[C:44]1[CH:49]=[CH:48][CH:47]=[CH:46][CH:45]=1. (2) Given the reactants [CH:1]1([NH:7][C:8]([C:10]2[CH:11]=[C:12]([C@H:16]([O:30][C:31](=[O:42])[NH:32][C:33]3[CH:34]=[C:35]4[C:39](=[CH:40][CH:41]=3)[NH:38][N:37]=[CH:36]4)[C@@H:17]3[CH2:22][CH2:21][CH2:20][CH2:19][N:18]3C(OC(C)(C)C)=O)[CH:13]=[CH:14][CH:15]=2)=[O:9])[CH2:6][CH2:5][CH2:4][CH2:3][CH2:2]1.Cl, predict the reaction product. The product is: [NH:38]1[C:39]2[C:35](=[CH:34][C:33]([NH:32][C:31](=[O:42])[O:30][C@@H:16]([C:12]3[CH:13]=[CH:14][CH:15]=[C:10]([C:8](=[O:9])[NH:7][CH:1]4[CH2:6][CH2:5][CH2:4][CH2:3][CH2:2]4)[CH:11]=3)[C@@H:17]3[CH2:22][CH2:21][CH2:20][CH2:19][NH:18]3)=[CH:41][CH:40]=2)[CH:36]=[N:37]1. (3) Given the reactants Cl.[SH:2][CH:3]([CH3:6])[CH2:4][NH2:5].[CH3:7][O:8][C:9]([S:11][Cl:12])=[O:10], predict the reaction product. The product is: [ClH:12].[CH3:7][O:8][C:9]([S:11][S:2][CH:3]([CH3:6])[CH2:4][NH2:5])=[O:10]. (4) Given the reactants [NH2:1][C:2]1[CH:3]=[C:4]([N+:9]([O-:11])=[O:10])[CH:5]=[CH:6][C:7]=1[NH2:8].[Cl:12][CH2:13][C:14](O)=O, predict the reaction product. The product is: [Cl:12][CH2:13][C:14]1[NH:1][C:2]2[CH:3]=[C:4]([N+:9]([O-:11])=[O:10])[CH:5]=[CH:6][C:7]=2[N:8]=1. (5) Given the reactants ClC(OCC)=O.[CH2:7]1[C:15]2[C:10](=[CH:11][CH:12]=[CH:13][CH:14]=2)[CH2:9][CH:8]1[CH2:16]C(O)=O.C([N:22](CC)CC)C.[N-]=[N+]=[N-].[Na+], predict the reaction product. The product is: [CH2:7]1[C:15]2[C:10](=[CH:11][CH:12]=[CH:13][CH:14]=2)[CH2:9][CH:8]1[CH2:16][NH2:22]. (6) Given the reactants [C:1]([NH:4][C:5]1[S:6][C:7]([C:11]2[S:15][C:14]([S:16](Cl)(=[O:18])=[O:17])=[CH:13][CH:12]=2)=[C:8]([CH3:10])[N:9]=1)(=[O:3])[CH3:2].[CH3:20][NH:21][CH3:22].CCN(C(C)C)C(C)C, predict the reaction product. The product is: [CH3:20][N:21]([CH3:22])[S:16]([C:14]1[S:15][C:11]([C:7]2[S:6][C:5]([NH:4][C:1](=[O:3])[CH3:2])=[N:9][C:8]=2[CH3:10])=[CH:12][CH:13]=1)(=[O:18])=[O:17]. (7) Given the reactants [NH:1]1[CH2:6][CH2:5][CH:4]([C:7]2[CH:15]=[CH:14][CH:13]=[C:12]3[C:8]=2[CH2:9][C:10](=[O:16])[NH:11]3)[CH2:3][CH2:2]1.[CH2:17]([O:19][C:20]([C:22]1[C:26]([C:27]2[CH:32]=[CH:31][C:30]([O:33][CH3:34])=[CH:29][CH:28]=2)=[C:25]([CH:35]=O)[NH:24][CH:23]=1)=[O:21])[CH3:18], predict the reaction product. The product is: [CH2:17]([O:19][C:20]([C:22]1[C:26]([C:27]2[CH:32]=[CH:31][C:30]([O:33][CH3:34])=[CH:29][CH:28]=2)=[C:25]([CH:35]=[C:9]2[C:8]3[C:12](=[CH:13][CH:14]=[CH:15][C:7]=3[CH:4]3[CH2:3][CH2:2][NH:1][CH2:6][CH2:5]3)[NH:11][C:10]2=[O:16])[NH:24][CH:23]=1)=[O:21])[CH3:18]. (8) Given the reactants [C:1]([O:5][C:6]([N:8]1[CH2:13][CH2:12][N:11]([C:14]2[O:15][C:16]3[C:22]([OH:23])=[CH:21][C:20]([Cl:24])=[CH:19][C:17]=3[N:18]=2)[C@@H:10]([CH3:25])[CH2:9]1)=[O:7])([CH3:4])([CH3:3])[CH3:2].[Br-].[NH4+].Br[CH:29]1[CH2:34][CH2:33][CH2:32][CH2:31][CH2:30]1.[OH-].[K+].[Br-].C([N+](C)(C)C)(=O)C, predict the reaction product. The product is: [C:1]([O:5][C:6]([N:8]1[CH2:13][CH2:12][N:11]([C:14]2[O:15][C:16]3[C:22]([O:23][CH:29]4[CH2:34][CH2:33][CH2:32][CH2:31][CH2:30]4)=[CH:21][C:20]([Cl:24])=[CH:19][C:17]=3[N:18]=2)[C@@H:10]([CH3:25])[CH2:9]1)=[O:7])([CH3:4])([CH3:2])[CH3:3]. (9) Given the reactants [Cl:1][C:2]1[CH:3]=[CH:4][C:5]([O:25][CH:26]([F:28])[F:27])=[C:6]([C:8]2[C:13]([O:14][CH3:15])=[CH:12][N:11]([CH2:16][C:17]([O:19][C:20]([CH3:23])([CH3:22])[CH3:21])=[O:18])[C:10](=[O:24])[CH:9]=2)[CH:7]=1.FC(F)(F)S(O[CH2:35][C@H:36]1[CH2:41][CH2:40][CH2:39][CH2:38][O:37]1)(=O)=O, predict the reaction product. The product is: [Cl:1][C:2]1[CH:3]=[CH:4][C:5]([O:25][CH:26]([F:28])[F:27])=[C:6]([C:8]2[C:13]([O:14][CH3:15])=[CH:12][N:11]([CH:16]([CH2:35][C@H:36]3[CH2:41][CH2:40][CH2:39][CH2:38][O:37]3)[C:17]([O:19][C:20]([CH3:23])([CH3:22])[CH3:21])=[O:18])[C:10](=[O:24])[CH:9]=2)[CH:7]=1. (10) The product is: [CH2:14]([O:13][C:11]([C:10]1[CH:9]=[N:8][N:7]2[C:2]([NH:30][C:31]3[CH:32]=[CH:33][CH:34]=[C:35]4[C:39]=3[NH:38][CH:37]=[CH:36]4)=[C:3]([C:16]([N:18]3[CH2:23][CH2:22][CH:21]([C:24]4[CH:29]=[CH:28][CH:27]=[CH:26][CH:25]=4)[CH2:20][CH2:19]3)=[O:17])[CH:4]=[N:5][C:6]=12)=[O:12])[CH3:15]. Given the reactants Cl[C:2]1[N:7]2[N:8]=[CH:9][C:10]([C:11]([O:13][CH2:14][CH3:15])=[O:12])=[C:6]2[N:5]=[CH:4][C:3]=1[C:16]([N:18]1[CH2:23][CH2:22][CH:21]([C:24]2[CH:29]=[CH:28][CH:27]=[CH:26][CH:25]=2)[CH2:20][CH2:19]1)=[O:17].[NH2:30][C:31]1[CH:32]=[CH:33][CH:34]=[C:35]2[C:39]=1[NH:38][CH:37]=[CH:36]2, predict the reaction product.